From a dataset of Reaction yield outcomes from USPTO patents with 853,638 reactions. Predict the reaction yield, written as a fraction of the theoretical maximum amount of product (1.0 means a 100% yield; for example, 0.34 means a 34% yield). (1) The reactants are [CH3:1][C:2]1[S:3][C:4]2[C:10](=O)[C:9](=[CH:12]N3CCOCC3)[CH2:8][CH2:7][C:5]=2[N:6]=1.[N+]([O-])(O)=O.[N:23]1([C:29]2[CH:34]=[CH:33][C:32]([NH:35][C:36]([NH2:38])=[NH:37])=[CH:31][CH:30]=2)[CH2:28][CH2:27][O:26][CH2:25][CH2:24]1.[OH-].[Na+]. The catalyst is COCCO. The product is [CH3:1][C:2]1[S:3][C:4]2[C:10]3[N:38]=[C:36]([NH:35][C:32]4[CH:31]=[CH:30][C:29]([N:23]5[CH2:28][CH2:27][O:26][CH2:25][CH2:24]5)=[CH:34][CH:33]=4)[N:37]=[CH:12][C:9]=3[CH2:8][CH2:7][C:5]=2[N:6]=1. The yield is 0.210. (2) The reactants are C(OC(C)C)(=O)[C@H]([C@@H](C(OC(C)C)=O)O)[OH:3].[CH2:17]([OH:24])/[CH:18]=[CH:19]/[CH2:20][CH2:21][CH2:22][CH3:23].C(OO)(C)(C)C.C(O)(=O)[C@@H]([C@H](C(O)=O)O)O. The catalyst is CC(C)[O-].CC(C)[O-].CC(C)[O-].CC(C)[O-].[Ti+4].O.O.O.O.O.O.O.S([O-])([O-])(=O)=O.[Fe+3].S([O-])([O-])(=O)=O.S([O-])([O-])(=O)=O.[Fe+3].C1(C)C=CC=CC=1.ClCCl. The product is [CH2:20]([C@H:19]1[O:3][C@@H:18]1[CH2:17][OH:24])[CH2:21][CH2:22][CH3:23]. The yield is 0.762.